Dataset: Catalyst prediction with 721,799 reactions and 888 catalyst types from USPTO. Task: Predict which catalyst facilitates the given reaction. (1) Reactant: Br[C:2]1[CH:18]=[CH:17][C:5]2[N:6]([C:10]([O:12][C:13]([CH3:16])([CH3:15])[CH3:14])=[O:11])[C:7]([CH3:9])=[N:8][C:4]=2[CH:3]=1.[CH3:19][C:20]1([CH3:36])[C:24]([CH3:26])([CH3:25])[O:23][B:22]([B:22]2[O:23][C:24]([CH3:26])([CH3:25])[C:20]([CH3:36])([CH3:19])[O:21]2)[O:21]1.CC([O-])=O.[K+]. Product: [CH3:9][C:7]1[N:6]([C:10]([O:12][C:13]([CH3:16])([CH3:15])[CH3:14])=[O:11])[C:5]2[CH:17]=[CH:18][C:2]([B:22]3[O:23][C:24]([CH3:26])([CH3:25])[C:20]([CH3:36])([CH3:19])[O:21]3)=[CH:3][C:4]=2[N:8]=1. The catalyst class is: 75. (2) Reactant: [N+:1]([C-:4]([CH:7]=O)[CH:5]=O)([O-:3])=[O:2].[C:9]([CH2:11][C:12]([NH2:14])=[O:13])#[N:10].[OH-].C([N+](CC)(CC)C1C=CC=CC=1)C. Product: [OH:13][C:12]1[N:14]=[CH:5][C:4]([N+:1]([O-:3])=[O:2])=[CH:7][C:11]=1[C:9]#[N:10]. The catalyst class is: 6.